From a dataset of Forward reaction prediction with 1.9M reactions from USPTO patents (1976-2016). Predict the product of the given reaction. (1) The product is: [CH3:40][O:39][C:37](=[O:38])[CH:36]=[CH:7][C:6]1[CH:9]=[CH:10][C:11]([C:13]([F:16])([F:15])[F:14])=[CH:12][C:5]=1[O:4][CH2:1][CH2:2][CH3:3]. Given the reactants [CH2:1]([O:4][C:5]1[CH:12]=[C:11]([C:13]([F:16])([F:15])[F:14])[CH:10]=[CH:9][C:6]=1[CH:7]=O)[CH2:2][CH3:3].C1(P(=[CH:36][C:37]([O:39][CH3:40])=[O:38])(C2C=CC=CC=2)C2C=CC=CC=2)C=CC=CC=1, predict the reaction product. (2) Given the reactants Br[C:2]1[CH:10]=[CH:9][C:5]([CH2:6][CH2:7][OH:8])=[CH:4][CH:3]=1.[CH3:11][Si](N[Si](C)(C)C)(C)C.[C:20](#N)[CH3:21].Cl.[CH2:24]([O:26][C:27](=[O:29])C)C, predict the reaction product. The product is: [CH3:24][O:26][C:27](=[O:29])[C:20]([C:2]1[CH:10]=[CH:9][C:5]([CH2:6][CH2:7][OH:8])=[CH:4][CH:3]=1)([CH3:21])[CH3:11].